From a dataset of NCI-60 drug combinations with 297,098 pairs across 59 cell lines. Regression. Given two drug SMILES strings and cell line genomic features, predict the synergy score measuring deviation from expected non-interaction effect. (1) Drug 2: CCC(=C(C1=CC=CC=C1)C2=CC=C(C=C2)OCCN(C)C)C3=CC=CC=C3.C(C(=O)O)C(CC(=O)O)(C(=O)O)O. Synergy scores: CSS=31.7, Synergy_ZIP=-6.17, Synergy_Bliss=4.08, Synergy_Loewe=4.05, Synergy_HSA=4.65. Cell line: HOP-92. Drug 1: C1CCC(CC1)NC(=O)N(CCCl)N=O. (2) Drug 1: CC(CN1CC(=O)NC(=O)C1)N2CC(=O)NC(=O)C2. Drug 2: CC=C1C(=O)NC(C(=O)OC2CC(=O)NC(C(=O)NC(CSSCCC=C2)C(=O)N1)C(C)C)C(C)C. Cell line: DU-145. Synergy scores: CSS=33.2, Synergy_ZIP=-3.21, Synergy_Bliss=1.37, Synergy_Loewe=-20.2, Synergy_HSA=3.45. (3) Drug 1: C1=C(C(=O)NC(=O)N1)N(CCCl)CCCl. Synergy scores: CSS=45.2, Synergy_ZIP=9.91, Synergy_Bliss=11.2, Synergy_Loewe=9.31, Synergy_HSA=11.2. Drug 2: COCCOC1=C(C=C2C(=C1)C(=NC=N2)NC3=CC=CC(=C3)C#C)OCCOC.Cl. Cell line: COLO 205. (4) Drug 1: C1C(C(OC1N2C=NC3=C2NC=NCC3O)CO)O. Drug 2: CC12CCC3C(C1CCC2OP(=O)(O)O)CCC4=C3C=CC(=C4)OC(=O)N(CCCl)CCCl.[Na+]. Cell line: HS 578T. Synergy scores: CSS=1.27, Synergy_ZIP=0.820, Synergy_Bliss=4.02, Synergy_Loewe=-0.326, Synergy_HSA=0.464. (5) Drug 1: CC1=CC=C(C=C1)C2=CC(=NN2C3=CC=C(C=C3)S(=O)(=O)N)C(F)(F)F. Drug 2: CC1=C(C=C(C=C1)NC(=O)C2=CC=C(C=C2)CN3CCN(CC3)C)NC4=NC=CC(=N4)C5=CN=CC=C5. Cell line: SF-268. Synergy scores: CSS=-0.119, Synergy_ZIP=3.12, Synergy_Bliss=-4.81, Synergy_Loewe=-7.12, Synergy_HSA=-5.83. (6) Drug 2: C1=NC2=C(N=C(N=C2N1C3C(C(C(O3)CO)O)F)Cl)N. Cell line: IGROV1. Drug 1: CC1C(C(=O)NC(C(=O)N2CCCC2C(=O)N(CC(=O)N(C(C(=O)O1)C(C)C)C)C)C(C)C)NC(=O)C3=C4C(=C(C=C3)C)OC5=C(C(=O)C(=C(C5=N4)C(=O)NC6C(OC(=O)C(N(C(=O)CN(C(=O)C7CCCN7C(=O)C(NC6=O)C(C)C)C)C)C(C)C)C)N)C. Synergy scores: CSS=0.522, Synergy_ZIP=-0.740, Synergy_Bliss=-0.239, Synergy_Loewe=-2.02, Synergy_HSA=-1.83. (7) Drug 1: CN1C(=O)N2C=NC(=C2N=N1)C(=O)N. Drug 2: N.N.Cl[Pt+2]Cl. Cell line: HS 578T. Synergy scores: CSS=1.98, Synergy_ZIP=-0.543, Synergy_Bliss=1.24, Synergy_Loewe=-9.23, Synergy_HSA=-3.76. (8) Drug 1: CC1=CC2C(CCC3(C2CCC3(C(=O)C)OC(=O)C)C)C4(C1=CC(=O)CC4)C. Drug 2: CCN(CC)CCNC(=O)C1=C(NC(=C1C)C=C2C3=C(C=CC(=C3)F)NC2=O)C. Cell line: SR. Synergy scores: CSS=2.55, Synergy_ZIP=9.73, Synergy_Bliss=10.3, Synergy_Loewe=6.85, Synergy_HSA=6.43. (9) Drug 1: C1CCN(CC1)CCOC2=CC=C(C=C2)C(=O)C3=C(SC4=C3C=CC(=C4)O)C5=CC=C(C=C5)O. Drug 2: CCC1(CC2CC(C3=C(CCN(C2)C1)C4=CC=CC=C4N3)(C5=C(C=C6C(=C5)C78CCN9C7C(C=CC9)(C(C(C8N6C=O)(C(=O)OC)O)OC(=O)C)CC)OC)C(=O)OC)O.OS(=O)(=O)O. Cell line: NCI-H226. Synergy scores: CSS=8.84, Synergy_ZIP=3.92, Synergy_Bliss=9.59, Synergy_Loewe=-11.5, Synergy_HSA=3.81. (10) Drug 1: CC1=C2C(C(=O)C3(C(CC4C(C3C(C(C2(C)C)(CC1OC(=O)C(C(C5=CC=CC=C5)NC(=O)C6=CC=CC=C6)O)O)OC(=O)C7=CC=CC=C7)(CO4)OC(=O)C)O)C)OC(=O)C. Drug 2: C1C(C(OC1N2C=NC(=NC2=O)N)CO)O. Cell line: HCC-2998. Synergy scores: CSS=37.6, Synergy_ZIP=-13.4, Synergy_Bliss=-14.7, Synergy_Loewe=-15.0, Synergy_HSA=-9.86.